From a dataset of Experimentally validated miRNA-target interactions with 360,000+ pairs, plus equal number of negative samples. Binary Classification. Given a miRNA mature sequence and a target amino acid sequence, predict their likelihood of interaction. The miRNA is hsa-miR-4266 with sequence CUAGGAGGCCUUGGCC. The protein sequence of the target gene is MSGRSRGRKSSRAKGRGKGRARARVRAAAEDAWHDEKPPQSPRLGEDSAAAQVQAGAAQGGAEPAELREEAACRLPLDCGLALRARAADERGLAAPDPDLERARSLAERLTSDTSFVGTVGALAKLRRGSRIGNRRVPGRKAPDTRSATGRGPQATVSGKPKMASAGLCAAAPVGEEKKMTEKHAGAGSPATVGSMDTLETVQLKLETMNAQADRAYLRLSRKFGQLRLHHLERRNLLIQSIPGFWGQAFQNHPQLSAFLNTKDKEVLSYLNRLEVEELGLARLGYKIKFYFGRNPYFQN.... Result: 0 (no interaction).